Task: Predict the reaction yield, written as a fraction of the theoretical maximum amount of product (1.0 means a 100% yield; for example, 0.34 means a 34% yield).. Dataset: Reaction yield outcomes from USPTO patents with 853,638 reactions (1) The reactants are [CH3:1][O:2][C:3]([C:5]1[S:9][C:8]2[CH:10]=[C:11]([C:14]([F:17])([F:16])[F:15])[CH:12]=[CH:13][C:7]=2[C:6]=1[CH:18]1[CH2:23][CH2:22][N:21](CC2C=CC=CC=2)[CH2:20][CH2:19]1)=[O:4].Cl[C:32]([O:34][CH3:35])=[O:33]. The catalyst is C(Cl)Cl. The product is [CH3:35][O:34][C:32]([N:21]1[CH2:22][CH2:23][CH:18]([C:6]2[C:7]3[CH:13]=[CH:12][C:11]([C:14]([F:17])([F:15])[F:16])=[CH:10][C:8]=3[S:9][C:5]=2[C:3]([O:2][CH3:1])=[O:4])[CH2:19][CH2:20]1)=[O:33]. The yield is 0.770. (2) The reactants are C[Sn](C)(C)[C:3]1[CH:4]=[CH:5][C:6]([C:9]([OH:12])([CH3:11])[CH3:10])=[N:7][CH:8]=1.Br[C:16]1[N:21]=[C:20]2[N:22]([C@H:27]3[CH2:32][CH2:31][C@H:30]([O:33][CH3:34])[CH2:29][CH2:28]3)[C:23](=[O:26])[CH2:24][NH:25][C:19]2=[N:18][CH:17]=1. The catalyst is CN(C)C=O. The product is [OH:12][C:9]([C:6]1[N:7]=[CH:8][C:3]([C:16]2[N:21]=[C:20]3[N:22]([C@H:27]4[CH2:32][CH2:31][C@H:30]([O:33][CH3:34])[CH2:29][CH2:28]4)[C:23](=[O:26])[CH2:24][NH:25][C:19]3=[N:18][CH:17]=2)=[CH:4][CH:5]=1)([CH3:11])[CH3:10]. The yield is 0.420. (3) The reactants are [NH2:1][C:2]1[C:3]([NH:12][CH2:13][C:14]2[CH:19]=[CH:18][C:17]([C:20]3[CH:25]=[CH:24][CH:23]=[CH:22][C:21]=3[C:26]#[N:27])=[CH:16][CH:15]=2)=[C:4]([CH:9]=[CH:10][CH:11]=1)[C:5]([O:7][CH3:8])=[O:6].[C:28]([O-])([O-])([O-])[O:29][CH2:30][C:31]([F:34])([F:33])[F:32]. No catalyst specified. The product is [C:26]([C:21]1[CH:22]=[CH:23][CH:24]=[CH:25][C:20]=1[C:17]1[CH:18]=[CH:19][C:14]([CH2:13][N:12]2[C:3]3[C:4]([C:5]([O:7][CH3:8])=[O:6])=[CH:9][CH:10]=[CH:11][C:2]=3[N:1]=[C:28]2[O:29][CH2:30][C:31]([F:34])([F:33])[F:32])=[CH:15][CH:16]=1)#[N:27]. The yield is 0.250. (4) The reactants are NC1C=[C:4]([NH:10]C(=O)C)[C:5]([O:8][CH3:9])=[CH:6]C=1.[CH:14]([N:17]([CH:20]([CH3:22])[CH3:21])[CH2:18]C)(C)C.COS([O:28][CH3:29])(=O)=O.[OH-].[Na+].[CH2:32](Cl)Cl. No catalyst specified. The product is [CH3:14][N:17]([CH3:18])[C:20]1[CH:22]=[C:4]([NH:10][C:29](=[O:28])[CH3:32])[C:5]([O:8][CH3:9])=[CH:6][CH:21]=1. The yield is 0.500. (5) The reactants are [N:1]1([C:7]([O:9][C@@H:10]([CH3:16])/[CH:11]=[CH:12]\[C:13]([OH:15])=O)=[O:8])[CH2:6][CH2:5][O:4][CH2:3][CH2:2]1.F[P-](F)(F)(F)(F)F.N1(OC(N(C)C)=[N+](C)C)C2N=CC=CC=2N=N1.CCN(C(C)C)C(C)C.[CH2:50]([C@@H:53]1[O:58][C@H:57]([CH3:59])[C@H:56]([NH2:60])[CH2:55][C@@H:54]1[CH3:61])[CH:51]=[CH2:52]. The catalyst is CC#N.O. The product is [N:1]1([C:7]([O:9][C@H:10](/[CH:11]=[CH:12]\[C:13]([NH:60][C@@H:56]2[CH2:55][C@H:54]([CH3:61])[C@H:53]([CH2:50][CH:51]=[CH2:52])[O:58][C@@H:57]2[CH3:59])=[O:15])[CH3:16])=[O:8])[CH2:2][CH2:3][O:4][CH2:5][CH2:6]1. The yield is 0.660. (6) The reactants are C1C2C(COC([NH:18][C:19]([CH3:84])([C:21]([NH:23][C@H:24]([C:28]([N:30]([C@@H:32]([C@@H:80]([CH3:83])[CH2:81][CH3:82])[C@H:33]([O:78][CH3:79])[CH2:34][C:35]([N:37]3[CH2:41][CH2:40][CH2:39][C@H:38]3[C@@H:42]([C@@H:45]([CH3:77])[C:46](=[O:76])[NH:47][C@@H:48]([CH2:69][C:70]3[CH:75]=[CH:74][CH:73]=[CH:72][CH:71]=3)[C:49](=[O:68])[NH:50][CH2:51][CH2:52][NH:53][C:54](=[O:67])[CH2:55][CH2:56][CH2:57][CH2:58][CH2:59][C@H:60]3[C@@H:64]([CH3:65])[NH:63][C:62](=[O:66])[NH:61]3)[O:43][CH3:44])=[O:36])[CH3:31])=[O:29])[CH:25]([CH3:27])[CH3:26])=[O:22])[CH3:20])=O)C3C(=CC=CC=3)C=2C=CC=1.N1CCCCC1. The catalyst is CN(C=O)C. The product is [CH3:20][C:19]([C:21]([NH:23][C@H:24]([C:28]([N:30]([C@@H:32]([C@@H:80]([CH3:83])[CH2:81][CH3:82])[C@H:33]([O:78][CH3:79])[CH2:34][C:35]([N:37]1[CH2:41][CH2:40][CH2:39][C@H:38]1[C@@H:42]([C@@H:45]([CH3:77])[C:46](=[O:76])[NH:47][C@@H:48]([CH2:69][C:70]1[CH:75]=[CH:74][CH:73]=[CH:72][CH:71]=1)[C:49](=[O:68])[NH:50][CH2:51][CH2:52][NH:53][C:54](=[O:67])[CH2:55][CH2:56][CH2:57][CH2:58][CH2:59][C@H:60]1[C@@H:64]([CH3:65])[NH:63][C:62](=[O:66])[NH:61]1)[O:43][CH3:44])=[O:36])[CH3:31])=[O:29])[CH:25]([CH3:26])[CH3:27])=[O:22])([CH3:84])[NH2:18]. The yield is 0.500. (7) The reactants are Br[C:2]1[CH:3]=[C:4]2[C:8](=[C:9]([CH:11]([CH3:13])[CH3:12])[CH:10]=1)[NH:7][N:6]=[CH:5]2.[H-].[Na+].C([Li])(CC)C.C1CCCCC1.Cl.[C:28](=O)(O)[O-:29].[Na+]. The catalyst is CN(C)C=O.O1CCCC1. The product is [CH:11]([C:9]1[CH:10]=[C:2]([CH:28]=[O:29])[CH:3]=[C:4]2[C:8]=1[NH:7][N:6]=[CH:5]2)([CH3:13])[CH3:12]. The yield is 0.920. (8) The reactants are [C:1]1([S:7]([N:10]2[C:14]3=[N:15][CH:16]=[CH:17][CH:18]=[C:13]3[CH:12]=[CH:11]2)(=[O:9])=[O:8])[CH:6]=[CH:5][CH:4]=[CH:3][CH:2]=1.C([N-]C(C)C)(C)C.[Li+].C([Li])CCC.CCCCCC.C(NC(C)C)(C)C.[O:45]1[CH2:50][CH2:49][CH:48]([CH2:51][CH:52]=[O:53])[CH2:47][CH2:46]1. The catalyst is O1CCCC1. The product is [C:1]1([S:7]([N:10]2[C:14]3=[N:15][CH:16]=[CH:17][CH:18]=[C:13]3[CH:12]=[C:11]2[CH:52]([OH:53])[CH2:51][CH:48]2[CH2:49][CH2:50][O:45][CH2:46][CH2:47]2)(=[O:9])=[O:8])[CH:2]=[CH:3][CH:4]=[CH:5][CH:6]=1. The yield is 0.570. (9) The reactants are [SH:1][C:2]1[S:3][C:4]2[CH:10]=[CH:9][C:8]([C:11]#[N:12])=[CH:7][C:5]=2[N:6]=1.[Cl:13][C:14]1[CH:19]=[C:18]([N+:20]([O-:22])=[O:21])[CH:17]=[CH:16][C:15]=1F.[H-].[Na+]. The catalyst is CN(C=O)C. The product is [Cl:13][C:14]1[CH:19]=[C:18]([N+:20]([O-:22])=[O:21])[CH:17]=[CH:16][C:15]=1[S:1][C:2]1[S:3][C:4]2[CH:10]=[CH:9][C:8]([C:11]#[N:12])=[CH:7][C:5]=2[N:6]=1. The yield is 0.920. (10) The reactants are [CH:1]([NH:4][C@@H:5]([CH3:11])[C:6]([O:8][CH2:9][CH3:10])=[O:7])([CH3:3])[CH3:2].Cl[C:13]1[C:22]([N+:23]([O-:25])=[O:24])=[CH:21][C:16]([C:17]([O:19][CH3:20])=[O:18])=[CH:15][N:14]=1. The catalyst is CCOC(C)=O. The product is [CH2:9]([O:8][C:6](=[O:7])[C@@H:5]([N:4]([CH:1]([CH3:3])[CH3:2])[C:13]1[C:22]([N+:23]([O-:25])=[O:24])=[CH:21][C:16]([C:17]([O:19][CH3:20])=[O:18])=[CH:15][N:14]=1)[CH3:11])[CH3:10]. The yield is 0.420.